Dataset: Peptide-MHC class I binding affinity with 185,985 pairs from IEDB/IMGT. Task: Regression. Given a peptide amino acid sequence and an MHC pseudo amino acid sequence, predict their binding affinity value. This is MHC class I binding data. (1) The peptide sequence is IFEDQLLP. The MHC is H-2-Kb with pseudo-sequence H-2-Kb. The binding affinity (normalized) is 0.0820. (2) The peptide sequence is SSLAKHGEY. The MHC is HLA-A02:02 with pseudo-sequence HLA-A02:02. The binding affinity (normalized) is 0.104.